This data is from TCR-epitope binding with 47,182 pairs between 192 epitopes and 23,139 TCRs. The task is: Binary Classification. Given a T-cell receptor sequence (or CDR3 region) and an epitope sequence, predict whether binding occurs between them. (1) The TCR CDR3 sequence is CASTGTAYGYTF. Result: 0 (the TCR does not bind to the epitope). The epitope is SEISMDNSPNL. (2) The epitope is NLNESLIDL. The TCR CDR3 sequence is CASSDIGHSGELLDNQPQHF. Result: 0 (the TCR does not bind to the epitope). (3) The epitope is AYILFTRFFYV. The TCR CDR3 sequence is CASSLELAGPEQFF. Result: 1 (the TCR binds to the epitope). (4) The epitope is KAFSPEVIPMF. The TCR CDR3 sequence is CASSDRSQYGYTF. Result: 1 (the TCR binds to the epitope). (5) The epitope is KLSALGINAV. The TCR CDR3 sequence is CASSLPDRGEKLFF. Result: 0 (the TCR does not bind to the epitope). (6) Result: 1 (the TCR binds to the epitope). The TCR CDR3 sequence is CASSHGEKLFF. The epitope is YLNTLTLAV. (7) The epitope is YLKLTDNVYIK. The TCR CDR3 sequence is CASSVRVASMTGELFF. Result: 0 (the TCR does not bind to the epitope).